This data is from Reaction yield outcomes from USPTO patents with 853,638 reactions. The task is: Predict the reaction yield, written as a fraction of the theoretical maximum amount of product (1.0 means a 100% yield; for example, 0.34 means a 34% yield). (1) The reactants are [OH:1][C:2]1([C:12]([F:21])([F:20])[C:13](O)([OH:18])[C:14]([F:17])([F:16])[F:15])[CH2:7][CH2:6][CH:5]([C:8](OC)=[O:9])[CH2:4][CH2:3]1.O. The catalyst is C1(C)C=CC=CC=1. The product is [OH:1][C:2]1([C:12]([F:20])([F:21])[CH:13]([OH:18])[C:14]([F:15])([F:16])[F:17])[CH2:7][CH2:6][CH:5]([CH2:8][OH:9])[CH2:4][CH2:3]1. The yield is 0.800. (2) The reactants are [CH2:1]([N:8]1[CH2:13][CH2:12][CH:11]([NH:14][C:15](=[O:27])[C:16]([C:19]2[CH:24]=[C:23]([F:25])[CH:22]=[CH:21][C:20]=2Br)([CH3:18])[CH3:17])[CH2:10][CH2:9]1)[C:2]1[CH:7]=[CH:6][CH:5]=[CH:4][CH:3]=1.C1(B(O)O)C=CC=CC=1.C1(P(C2CCCCC2)C2C=CC=CC=2C2C(C(C)C)=CC(C(C)C)=CC=2C(C)C)CCCCC1.C(=O)([O-])[O-].[K+].[K+]. The catalyst is C([O-])(=O)C.[Pd+2].C([O-])(=O)C.C(O)(C)(C)C. The product is [CH2:1]([N:8]1[CH2:13][CH2:12][CH:11]([N:14]2[C:20]3[C:19](=[CH:24][C:23]([F:25])=[CH:22][CH:21]=3)[C:16]([CH3:18])([CH3:17])[C:15]2=[O:27])[CH2:10][CH2:9]1)[C:2]1[CH:7]=[CH:6][CH:5]=[CH:4][CH:3]=1. The yield is 0.760. (3) No catalyst specified. The yield is 0.640. The product is [CH:1]([C:4]1[NH:5][C:6]([C:16]2[CH:17]=[C:18]([C:32]3[CH:37]=[CH:36][C:35]([S:38]([NH2:41])(=[O:40])=[O:39])=[CH:34][CH:33]=3)[CH:19]=[CH:20][CH:21]=2)=[C:7]([C:9]2[CH:14]=[CH:13][CH:12]=[C:11]([CH3:15])[N:10]=2)[N:8]=1)([CH3:3])[CH3:2]. The reactants are [CH:1]([C:4]1[NH:5][C:6]([C:16]2[CH:21]=[CH:20][CH:19]=[C:18](B3OC(C)(C)C(C)(C)O3)[CH:17]=2)=[C:7]([C:9]2[CH:14]=[CH:13][CH:12]=[C:11]([CH3:15])[N:10]=2)[N:8]=1)([CH3:3])[CH3:2].Br[C:32]1[CH:37]=[CH:36][C:35]([S:38]([NH2:41])(=[O:40])=[O:39])=[CH:34][CH:33]=1. (4) The reactants are [CH2:1]([N:8]1[CH:12]=[C:11]([C:13]([O:15]CC)=[O:14])[C:10]([O:18][CH2:19][C:20]2[CH:21]=[N:22][C:23]([O:26][CH2:27][C:28]3[N:29]=[C:30]([C:34]4[O:35][CH:36]=[CH:37][CH:38]=4)[O:31][C:32]=3[CH3:33])=[CH:24][CH:25]=2)=[N:9]1)[C:2]1[CH:7]=[CH:6][CH:5]=[CH:4][CH:3]=1.O1CCCC1.[OH-].[Na+].Cl. The catalyst is O.C(O)C. The product is [CH2:1]([N:8]1[CH:12]=[C:11]([C:13]([OH:15])=[O:14])[C:10]([O:18][CH2:19][C:20]2[CH:21]=[N:22][C:23]([O:26][CH2:27][C:28]3[N:29]=[C:30]([C:34]4[O:35][CH:36]=[CH:37][CH:38]=4)[O:31][C:32]=3[CH3:33])=[CH:24][CH:25]=2)=[N:9]1)[C:2]1[CH:7]=[CH:6][CH:5]=[CH:4][CH:3]=1. The yield is 0.940.